The task is: Predict the reactants needed to synthesize the given product.. This data is from Full USPTO retrosynthesis dataset with 1.9M reactions from patents (1976-2016). (1) Given the product [CH3:27][N:28]([CH3:29])[C:36]([CH:34]1[CH2:35][CH2:38][CH2:37][N:33]1[C:6](=[O:8])[C:5]1[CH:9]=[CH:10][C:2]([Cl:1])=[CH:3][C:4]=1[NH:11][S:12]([C:15]1[CH:20]=[CH:19][C:18]([Cl:21])=[C:17]([C:22]([F:23])([F:24])[F:25])[CH:16]=1)(=[O:13])=[O:14])=[O:43], predict the reactants needed to synthesize it. The reactants are: [Cl:1][C:2]1[CH:10]=[CH:9][C:5]([C:6]([OH:8])=O)=[C:4]([NH:11][S:12]([C:15]2[CH:20]=[CH:19][C:18]([Cl:21])=[C:17]([C:22]([F:25])([F:24])[F:23])[CH:16]=2)(=[O:14])=[O:13])[CH:3]=1.Cl.[CH3:27][NH:28][CH3:29].C([N:33]([CH2:37][CH3:38])[CH:34]([CH3:36])[CH3:35])(C)C.CCCP1(OP(CCC)(=O)OP(CCC)(=O)O1)=[O:43]. (2) Given the product [F:27][CH:26]([O:1][C:2]1[CH:3]=[C:4]2[C:9](=[CH:10][CH:11]=1)[CH:8]=[C:7]([CH:12]=[O:13])[CH:6]=[CH:5]2)[CH2:25][CH3:24], predict the reactants needed to synthesize it. The reactants are: [OH:1][C:2]1[CH:3]=[C:4]2[C:9](=[CH:10][CH:11]=1)[CH:8]=[C:7]([CH:12]=[O:13])[CH:6]=[CH:5]2.C(=O)([O-])[O-].[Cs+].[Cs+].S(C1C=CC(C)=CC=1)(O[CH2:24][CH2:25][CH2:26][F:27])(=O)=O. (3) Given the product [CH:1]1([CH2:6][C:7]([NH:30][C:25]2[CH:26]=[C:27]3[C:22](=[CH:23][CH:24]=2)[N:21]=[C:20]([NH:19][C@H:10]2[C:18]4[C:13](=[CH:14][CH:15]=[CH:16][CH:17]=4)[CH2:12][CH2:11]2)[CH:29]=[CH:28]3)=[O:8])[CH2:5][CH2:4][CH2:3][CH2:2]1, predict the reactants needed to synthesize it. The reactants are: [CH:1]1([CH2:6][C:7](Cl)=[O:8])[CH2:5][CH2:4][CH2:3][CH2:2]1.[C@H:10]1([NH:19][C:20]2[CH:29]=[CH:28][C:27]3[C:22](=[CH:23][CH:24]=[C:25]([NH2:30])[CH:26]=3)[N:21]=2)[C:18]2[C:13](=[CH:14][CH:15]=[CH:16][CH:17]=2)[CH2:12][CH2:11]1. (4) Given the product [Br:1][C:2]1[CH:3]=[C:4]([Cl:11])[C:5]([C:8]([O:10][C:15]([CH3:18])([CH3:17])[CH3:16])=[O:9])=[N:6][CH:7]=1, predict the reactants needed to synthesize it. The reactants are: [Br:1][C:2]1[CH:3]=[C:4]([Cl:11])[C:5]([C:8]([OH:10])=[O:9])=[N:6][CH:7]=1.C(OC(O[C:15]([CH3:18])([CH3:17])[CH3:16])=O)(O[C:15]([CH3:18])([CH3:17])[CH3:16])=O. (5) Given the product [C:26]([O:30][C:31](=[O:102])[CH2:32][CH2:33][C@H:34]1[NH:35][C:36](=[O:64])[CH2:37][C@@H:38](/[CH:39]=[CH:40]/[CH2:41][CH2:42][S:43][C:44]([C:45]2[CH:50]=[CH:49][CH:48]=[CH:47][CH:46]=2)([C:57]2[CH:58]=[CH:59][CH:60]=[CH:61][CH:62]=2)[C:51]2[CH:56]=[CH:55][CH:54]=[CH:53][CH:52]=2)[O:63][C:96](=[O:97])[CH2:95][CH:94]([OH:99])[C:91]2([CH2:92][CH2:93]2)[NH:90][C:89](=[O:100])[C@@H:67]([CH2:68][S:69][C:70]([C:71]2[CH:76]=[CH:75][CH:74]=[CH:73][CH:72]=2)([C:77]2[CH:78]=[CH:79][CH:80]=[CH:81][CH:82]=2)[C:83]2[CH:88]=[CH:87][CH:86]=[CH:85][CH:84]=2)[NH:66][C:65]1=[O:101])([CH3:28])([CH3:29])[CH3:27], predict the reactants needed to synthesize it. The reactants are: CC1C=CC=C([N+]([O-])=O)C=1C(OC(C1C([N+]([O-])=O)=CC=CC=1C)=O)=O.[C:26]([O:30][C:31](=[O:102])[CH2:32][CH2:33][C@H:34]([C:65](=[O:101])[NH:66][C@@H:67]([C:89](=[O:100])[NH:90][C:91]1([CH:94]([OH:99])[CH2:95][C:96](O)=[O:97])[CH2:93][CH2:92]1)[CH2:68][S:69][C:70]([C:83]1[CH:88]=[CH:87][CH:86]=[CH:85][CH:84]=1)([C:77]1[CH:82]=[CH:81][CH:80]=[CH:79][CH:78]=1)[C:71]1[CH:76]=[CH:75][CH:74]=[CH:73][CH:72]=1)[NH:35][C:36](=[O:64])[CH2:37][C@H:38]([OH:63])/[CH:39]=[CH:40]/[CH2:41][CH2:42][S:43][C:44]([C:57]1[CH:62]=[CH:61][CH:60]=[CH:59][CH:58]=1)([C:51]1[CH:56]=[CH:55][CH:54]=[CH:53][CH:52]=1)[C:45]1[CH:50]=[CH:49][CH:48]=[CH:47][CH:46]=1)([CH3:29])([CH3:28])[CH3:27].